Predict the reactants needed to synthesize the given product. From a dataset of Full USPTO retrosynthesis dataset with 1.9M reactions from patents (1976-2016). (1) Given the product [O:24]1[C:33]2[CH:32]=[C:31]([CH2:34][NH:1][CH2:2][C@@H:3]3[O:8][CH2:7][CH2:6][N:5]([CH2:9][CH2:10][N:11]4[C:20]5[C:15](=[N:16][CH:17]=[C:18]([O:21][CH3:22])[CH:19]=5)[CH:14]=[CH:13][C:12]4=[O:23])[CH2:4]3)[N:30]=[CH:29][C:28]=2[O:27][CH2:26][CH2:25]1, predict the reactants needed to synthesize it. The reactants are: [NH2:1][CH2:2][C@@H:3]1[O:8][CH2:7][CH2:6][N:5]([CH2:9][CH2:10][N:11]2[C:20]3[C:15](=[N:16][CH:17]=[C:18]([O:21][CH3:22])[CH:19]=3)[CH:14]=[CH:13][C:12]2=[O:23])[CH2:4]1.[O:24]1[C:33]2[CH:32]=[C:31]([CH:34]=O)[N:30]=[CH:29][C:28]=2[O:27][CH2:26][CH2:25]1.S([O-])([O-])(=O)=O.[Na+].[Na+].[BH-](OC(C)=O)(OC(C)=O)OC(C)=O.[Na+]. (2) The reactants are: Cl[C:2]1[N:27]=[CH:26][C:5]2[N:6]=[C:7]([N:17]3[CH2:22][CH2:21][N:20]([CH2:23][CH2:24][OH:25])[CH2:19][CH2:18]3)[C:8](=[O:16])[N:9]([CH2:10][CH2:11][O:12][CH2:13][CH2:14][CH3:15])[C:4]=2[CH:3]=1.[CH3:28][O:29][C:30]1[CH:35]=[CH:34][C:33](B(O)O)=[CH:32][N:31]=1. Given the product [OH:25][CH2:24][CH2:23][N:20]1[CH2:21][CH2:22][N:17]([C:7]2[C:8](=[O:16])[N:9]([CH2:10][CH2:11][O:12][CH2:13][CH2:14][CH3:15])[C:4]3[CH:3]=[C:2]([C:33]4[CH:32]=[N:31][C:30]([O:29][CH3:28])=[CH:35][CH:34]=4)[N:27]=[CH:26][C:5]=3[N:6]=2)[CH2:18][CH2:19]1, predict the reactants needed to synthesize it. (3) Given the product [Br:1][C:2]1[C:10]2[N:9]=[C:8]([CH:11]([CH3:13])[CH3:12])[N:7]([CH2:14][C:15]3[CH:20]=[CH:19][CH:18]=[C:17]([C:21]([F:22])([F:24])[F:23])[C:16]=3[CH3:25])[C:6]=2[CH:5]=[C:4]([N:26]2[CH2:34][CH2:33][O:32][CH2:31][CH2:30]2)[CH:3]=1, predict the reactants needed to synthesize it. The reactants are: [Br:1][C:2]1[C:10]2[N:9]=[C:8]([CH:11]([CH3:13])[CH3:12])[N:7]([CH2:14][C:15]3[CH:20]=[CH:19][CH:18]=[C:17]([C:21]([F:24])([F:23])[F:22])[C:16]=3[CH3:25])[C:6]=2[CH:5]=[C:4]([NH2:26])[CH:3]=1.[OH-].[Na+].Br[CH2:30][CH2:31][O:32][CH2:33][CH2:34]Br. (4) Given the product [NH2:26][C:27]1[N:32]=[CH:31][C:17]([S:14][C:12]2[N:11]=[C:10]([NH:18][C:19]3[NH:23][N:22]=[C:21]([CH3:24])[CH:20]=3)[CH:9]=[C:8]([N:6]3[CH2:7][C:4]([CH:1]4[CH2:3][CH2:2]4)([F:25])[CH2:5]3)[N:13]=2)=[CH:29][CH:28]=1, predict the reactants needed to synthesize it. The reactants are: [CH:1]1([C:4]2([F:25])[CH2:7][N:6]([C:8]3[N:13]=[C:12]([S:14]([CH3:17])(=O)=O)[N:11]=[C:10]([NH:18][C:19]4[NH:23][N:22]=[C:21]([CH3:24])[CH:20]=4)[CH:9]=3)[CH2:5]2)[CH2:3][CH2:2]1.[NH2:26][C:27]1[N:32]=[CH:31]C(S)=[CH:29][CH:28]=1. (5) Given the product [CH3:27][O:28][C:29]1[CH:34]=[CH:33][CH:32]=[CH:31][C:30]=1[CH:35]1[CH2:44][CH:43]([OH:45])[C:42]2[C:37](=[CH:38][CH:39]=[C:40]([O:46][C:7]3[CH:6]=[CH:5][C:4]([N+:1]([O-:3])=[O:2])=[CH:9][N:8]=3)[CH:41]=2)[O:36]1, predict the reactants needed to synthesize it. The reactants are: [N+:1]([C:4]1[CH:5]=[CH:6][C:7](OC2C=C3C(=CC=2)OC(C2C=CC=CC=2)CC3)=[N:8][CH:9]=1)([O-:3])=[O:2].[CH3:27][O:28][C:29]1[CH:34]=[CH:33][CH:32]=[CH:31][C:30]=1[CH:35]1[CH2:44][CH:43]([OH:45])[C:42]2[C:37](=[CH:38][CH:39]=[C:40]([OH:46])[CH:41]=2)[O:36]1. (6) Given the product [F:38][C:35]1[CH:36]=[CH:37][C:32]([C:8]2([C:5]3[CH:6]=[CH:7][C:2]([F:1])=[CH:3][CH:4]=3)[C@H:9]([C:10]3[CH:11]=[CH:12][CH:13]=[CH:14][CH:15]=3)[NH:16][C:17](=[O:18])[NH:19]2)=[CH:33][CH:34]=1, predict the reactants needed to synthesize it. The reactants are: [F:1][C:2]1[CH:7]=[CH:6][C:5]([C:8]([C:32]2[CH:37]=[CH:36][C:35]([F:38])=[CH:34][CH:33]=2)(O)[C@@H:9]([NH:16][C:17]([NH:19]CC2C=CC(OC)=CC=2OC)=[O:18])[C:10]2[CH:15]=[CH:14][CH:13]=[CH:12][CH:11]=2)=[CH:4][CH:3]=1.B(F)(F)F.CCOCC. (7) The reactants are: [C:1](OC(=O)C)(=[O:3])[CH3:2].[NH2:8][C:9]1[CH:10]=[C:11]([CH:15]=[CH:16][C:17]=1[C:18]([O:20][CH3:21])=[O:19])[C:12]([OH:14])=[O:13]. Given the product [NH:8]([C:9]1[CH:10]=[C:11]([CH:15]=[CH:16][C:17]=1[C:18]([O:20][CH3:21])=[O:19])[C:12]([OH:14])=[O:13])[C:1]([CH3:2])=[O:3], predict the reactants needed to synthesize it.